Dataset: Reaction yield outcomes from USPTO patents with 853,638 reactions. Task: Predict the reaction yield, written as a fraction of the theoretical maximum amount of product (1.0 means a 100% yield; for example, 0.34 means a 34% yield). (1) The reactants are [C:9](O[C:9]([O:11][C:12]([CH3:15])([CH3:14])[CH3:13])=[O:10])([O:11][C:12]([CH3:15])([CH3:14])[CH3:13])=[O:10].Cl.[Cl:17][C:18]1[CH:27]=[CH:26][C:25]2[CH2:24][NH:23][CH2:22][CH2:21][C:20]=2[N:19]=1.CCN(CC)CC. The catalyst is C(Cl)Cl.CN(C1C=CN=CC=1)C. The product is [Cl:17][C:18]1[CH:27]=[CH:26][C:25]2[CH2:24][N:23]([C:9]([O:11][C:12]([CH3:13])([CH3:14])[CH3:15])=[O:10])[CH2:22][CH2:21][C:20]=2[N:19]=1. The yield is 0.890. (2) The reactants are [CH3:1][O:2][C:3](=[O:13])[C:4]1[CH:9]=[C:8]([CH2:10]O)[CH:7]=[C:6]([F:12])[CH:5]=1. The catalyst is [Pd].C(O)C. The product is [CH3:1][O:2][C:3](=[O:13])[C:4]1[CH:9]=[C:8]([CH3:10])[CH:7]=[C:6]([F:12])[CH:5]=1. The yield is 0.870. (3) The reactants are [NH:1]1[CH2:6][CH2:5][NH:4][CH2:3][CH2:2]1.[OH-].[Na+].[C:9](O[C:9]([O:11][C:12]([CH3:15])([CH3:14])[CH3:13])=[O:10])([O:11][C:12]([CH3:15])([CH3:14])[CH3:13])=[O:10]. The catalyst is C(O)(C)(C)C.O. The product is [C:12]([O:11][C:9]([N:1]1[CH2:6][CH2:5][NH:4][CH2:3][CH2:2]1)=[O:10])([CH3:15])([CH3:14])[CH3:13]. The yield is 0.865. (4) The reactants are [NH2:1][C@@H:2]([CH2:6][S:7][CH2:8][C:9]1[CH:14]=[CH:13][C:12]([O:15][CH3:16])=[CH:11][CH:10]=1)[C:3]([OH:5])=[O:4].C(=O)([O-])[O-].[K+].[K+].O([C:31]([O:33][C:34]([CH3:37])([CH3:36])[CH3:35])=[O:32])[C:31]([O:33][C:34]([CH3:37])([CH3:36])[CH3:35])=[O:32]. The catalyst is O1CCCC1.O. The product is [C:31]([C@@:2]([NH2:1])([CH2:6][S:7][CH2:8][C:9]1[CH:14]=[CH:13][C:12]([O:15][CH3:16])=[CH:11][CH:10]=1)[C:3]([OH:5])=[O:4])([O:33][C:34]([CH3:35])([CH3:36])[CH3:37])=[O:32]. The yield is 0.990. (5) The yield is 0.320. The catalyst is CN(C)C=O. The product is [CH:18]1([C:16]([NH:15][C:13]2[N:14]=[C:9]3[CH:8]=[CH:7][C:6]([O:5][C:4]4[CH:3]=[C:2]([NH:1][C:27](=[O:28])[C@@H:26]5[CH2:30][CH2:31][CH2:32][N:25]5[CH3:24])[CH:23]=[CH:22][CH:21]=4)=[N:11][N:10]3[CH:12]=2)=[O:17])[CH2:20][CH2:19]1. The reactants are [NH2:1][C:2]1[CH:3]=[C:4]([CH:21]=[CH:22][CH:23]=1)[O:5][C:6]1[CH:7]=[CH:8][C:9]2[N:10]([CH:12]=[C:13]([NH:15][C:16]([CH:18]3[CH2:20][CH2:19]3)=[O:17])[N:14]=2)[N:11]=1.[CH3:24][N:25]1[CH2:32][CH2:31][CH2:30][C@H:26]1[C:27](O)=[O:28].F[P-](F)(F)(F)(F)F.N1(OC(N(C)C)=[N+](C)C)C2C=CC=CC=2N=N1.OC1C2N=NNC=2C=CC=1.C(N(CC)C(C)C)(C)C.C(=O)([O-])O.[Na+]. (6) The reactants are [C:1]([O:5][C:6]([NH:8][C@@H:9]([CH2:13][CH2:14][CH2:15][CH2:16][N:17]([CH3:19])[CH3:18])[C:10](O)=[O:11])=[O:7])([CH3:4])([CH3:3])[CH3:2].C[N:21]1CCOCC1.ClC(OCC(C)C)=O.[OH-].[NH4+]. The catalyst is C1COCC1. The product is [C:1]([O:5][C:6](=[O:7])[NH:8][C@H:9]([C:10](=[O:11])[NH2:21])[CH2:13][CH2:14][CH2:15][CH2:16][N:17]([CH3:19])[CH3:18])([CH3:4])([CH3:3])[CH3:2]. The yield is 0.880. (7) The reactants are [Br:1][C:2]1[C:3]([O:16][CH3:17])=[C:4]2[C:8](=[C:9]([F:11])[CH:10]=1)[NH:7][CH:6]=[C:5]2[CH2:12][C:13](O)=[O:14].[CH3:18][N:19](C(ON1N=NC2C=CC=NC1=2)=[N+](C)C)[CH3:20].F[P-](F)(F)(F)(F)F.CCN(C(C)C)C(C)C. The catalyst is C1COCC1. The product is [Br:1][C:2]1[C:3]([O:16][CH3:17])=[C:4]2[C:8](=[C:9]([F:11])[CH:10]=1)[NH:7][CH:6]=[C:5]2[CH2:12][C:13]([N:19]([CH3:20])[CH3:18])=[O:14]. The yield is 0.720. (8) The reactants are [CH:1]1([N:6]2[CH2:11][CH2:10][N:9]([C:12]([C:14]3[CH:15]=[C:16]4[C:20](=[CH:21][CH:22]=3)[NH:19][C:18]([C:23]([OH:25])=O)=[CH:17]4)=[O:13])[CH2:8][CH2:7]2)[CH2:5][CH2:4][CH2:3][CH2:2]1.C1(N2CCN(C(C3C=C4C(=CC=3)NC(C(N3CCS(=O)(=O)CC3)=O)=C4)=O)CC2)CCCC1.F[B-](F)(F)F.N1(OC(N(C)C)=[N+](C)C)C2C=CC=CC=2N=N1.[F:80][C:81]1[CH:87]=[CH:86][C:84]([NH2:85])=[CH:83][CH:82]=1.C(N(CC)C(C)C)(C)C. The catalyst is CN(C)C=O. The product is [F:80][C:81]1[CH:87]=[CH:86][C:84]([NH:85][C:23]([C:18]2[NH:19][C:20]3[C:16]([CH:17]=2)=[CH:15][C:14]([C:12]([N:9]2[CH2:10][CH2:11][N:6]([CH:1]4[CH2:5][CH2:4][CH2:3][CH2:2]4)[CH2:7][CH2:8]2)=[O:13])=[CH:22][CH:21]=3)=[O:25])=[CH:83][CH:82]=1. The yield is 0.430. (9) The reactants are [C:1]([NH:8][CH2:9][CH2:10][NH2:11])([O:3][C:4]([CH3:7])([CH3:6])[CH3:5])=[O:2].[S:12](N)([NH2:15])(=[O:14])=[O:13]. The catalyst is O1CCCC1. The product is [C:4]([O:3][C:1]([NH:8][CH2:9][CH2:10][NH:11][S:12](=[O:14])(=[O:13])[NH2:15])=[O:2])([CH3:5])([CH3:6])[CH3:7]. The yield is 0.500. (10) The reactants are [F:1][C:2]1[CH:7]=[CH:6][C:5]([N:8]2[CH:13]=[C:12](I)[C:11]3=[N:15][C:16]([CH2:18][O:19][C:20]4[CH:25]=[CH:24][CH:23]=[CH:22][CH:21]=4)=[CH:17][N:10]3[C:9]2=[O:26])=[CH:4][CH:3]=1.[CH3:27]B(O)O.C([O-])([O-])=O.[K+].[K+]. The catalyst is O1CCOCC1.CN(C=O)C.C1C=CC([P]([Pd]([P](C2C=CC=CC=2)(C2C=CC=CC=2)C2C=CC=CC=2)([P](C2C=CC=CC=2)(C2C=CC=CC=2)C2C=CC=CC=2)[P](C2C=CC=CC=2)(C2C=CC=CC=2)C2C=CC=CC=2)(C2C=CC=CC=2)C2C=CC=CC=2)=CC=1. The product is [F:1][C:2]1[CH:7]=[CH:6][C:5]([N:8]2[CH:13]=[C:12]([CH3:27])[C:11]3=[N:15][C:16]([CH2:18][O:19][C:20]4[CH:25]=[CH:24][CH:23]=[CH:22][CH:21]=4)=[CH:17][N:10]3[C:9]2=[O:26])=[CH:4][CH:3]=1. The yield is 0.720.